Task: Predict the reactants needed to synthesize the given product.. Dataset: Full USPTO retrosynthesis dataset with 1.9M reactions from patents (1976-2016) Given the product [CH2:31]([O:30][C:28](=[O:29])[CH2:27][O:1][C:2]1[CH:3]=[C:4]2[C:8](=[CH:9][CH:10]=1)[N:7]([CH:11]1[CH2:16][CH2:15][N:14]([C:17]([O:19][C:20]([CH3:23])([CH3:22])[CH3:21])=[O:18])[CH2:13][CH2:12]1)[N:6]=[CH:5]2)[CH3:32], predict the reactants needed to synthesize it. The reactants are: [OH:1][C:2]1[CH:3]=[C:4]2[C:8](=[CH:9][CH:10]=1)[N:7]([CH:11]1[CH2:16][CH2:15][N:14]([C:17]([O:19][C:20]([CH3:23])([CH3:22])[CH3:21])=[O:18])[CH2:13][CH2:12]1)[N:6]=[CH:5]2.[H-].[Na+].Br[CH2:27][C:28]([O:30][CH2:31][CH3:32])=[O:29].O.